Predict the reactants needed to synthesize the given product. From a dataset of Retrosynthesis with 50K atom-mapped reactions and 10 reaction types from USPTO. (1) Given the product CC(C)(C)OC(=O)NCC=CCN, predict the reactants needed to synthesize it. The reactants are: CC(C)(C)OC(=O)OC(=O)OC(C)(C)C.NC/C=C/CN. (2) Given the product COc1cc2c(cc1OC)C(=O)C(CC1CCNCC1)C2, predict the reactants needed to synthesize it. The reactants are: COc1cc2c(cc1OC)C(=O)C(CC1CCN(C(=O)OC(C)(C)C)CC1)C2. (3) Given the product COC(c1ccc2ccccc2c1)c1c(C(=O)O)sc(N2CCOCC2)c1C#N, predict the reactants needed to synthesize it. The reactants are: COC(=O)c1sc(N2CCOCC2)c(C#N)c1C(OC)c1ccc2ccccc2c1. (4) Given the product CC(C)(C)OC(=O)NCC(=O)Nc1ccc2c(c1)SC(=C(C(N)=O)c1nccc(C(F)(F)F)n1)N2, predict the reactants needed to synthesize it. The reactants are: CC(C)(C)OC(=O)NCC(=O)O.NC(=O)C(=C1Nc2ccc(N)cc2S1)c1nccc(C(F)(F)F)n1. (5) The reactants are: CC(C)N.COc1cc(OC)c2c(=O)[nH]c(-c3ccc(OCCBr)c(-c4ccc(S(C)(=O)=O)cc4C)n3)nc2c1. Given the product COc1cc(OC)c2c(=O)[nH]c(-c3ccc(OCCNC(C)C)c(-c4ccc(S(C)(=O)=O)cc4C)n3)nc2c1, predict the reactants needed to synthesize it.